This data is from Full USPTO retrosynthesis dataset with 1.9M reactions from patents (1976-2016). The task is: Predict the reactants needed to synthesize the given product. (1) Given the product [C:53]([O:52][C:51](=[O:57])[N:50]([C:47]1[CH:46]=[C:45]([O:59][CH3:60])[C:44]([N:68]=[C:67]([C:61]2[CH:66]=[CH:65][CH:64]=[CH:63][CH:62]=2)[C:69]2[CH:74]=[CH:73][CH:72]=[CH:71][CH:70]=2)=[CH:49][N:48]=1)[CH3:58])([CH3:56])([CH3:55])[CH3:54], predict the reactants needed to synthesize it. The reactants are: CC1(C)C2C(=C(P(C3C=CC=CC=3)C3C=CC=CC=3)C=CC=2)OC2C(P(C3C=CC=CC=3)C3C=CC=CC=3)=CC=CC1=2.I[C:44]1[C:45]([O:59][CH3:60])=[CH:46][C:47]([N:50]([CH3:58])[C:51](=[O:57])[O:52][C:53]([CH3:56])([CH3:55])[CH3:54])=[N:48][CH:49]=1.[C:61]1([C:67]([C:69]2[CH:74]=[CH:73][CH:72]=[CH:71][CH:70]=2)=[NH:68])[CH:66]=[CH:65][CH:64]=[CH:63][CH:62]=1.C([O-])([O-])=O.[Cs+].[Cs+]. (2) Given the product [NH3:1].[N:1]1([CH2:6][CH2:7][CH2:8][O:9][C:10]2[CH:11]=[CH:12][C:13]([C:16]3([CH2:22][N:24]4[CH2:29][CH2:28][CH2:27][CH2:26][CH2:25]4)[CH2:21][CH2:20][O:19][CH2:18][CH2:17]3)=[CH:14][CH:15]=2)[CH2:2][CH2:3][CH2:4][CH2:5]1, predict the reactants needed to synthesize it. The reactants are: [N:1]1([CH2:6][CH2:7][CH2:8][O:9][C:10]2[CH:15]=[CH:14][C:13]([C:16]3([CH:22]=O)[CH2:21][CH2:20][O:19][CH2:18][CH2:17]3)=[CH:12][CH:11]=2)[CH2:5][CH2:4][CH2:3][CH2:2]1.[NH:24]1[CH2:29][CH2:28][CH2:27][CH2:26][CH2:25]1. (3) Given the product [F:1][C:2]([F:15])([F:16])[C:3]1[CH:4]=[C:5]([CH:9]=[CH:10][C:11]=1[N+:12]([O-:14])=[O:13])[CH2:6][OH:7], predict the reactants needed to synthesize it. The reactants are: [F:1][C:2]([F:16])([F:15])[C:3]1[CH:4]=[C:5]([CH:9]=[CH:10][C:11]=1[N+:12]([O-:14])=[O:13])[C:6](O)=[O:7].B.C1COCC1. (4) Given the product [ClH:17].[ClH:17].[CH2:24]1[C:25]2=[C:32]3[C:29](=[CH:28][CH:27]=[CH:26]2)[CH2:30][CH2:31][N:21]([CH2:20][CH2:19][CH2:18][NH:7][C:3]2[CH:2]=[C:1]([CH3:8])[CH:6]=[CH:5][CH:4]=2)[CH:22]3[CH2:23]1, predict the reactants needed to synthesize it. The reactants are: [C:1]1([CH3:8])[CH:6]=[CH:5][CH:4]=[C:3]([NH2:7])[CH:2]=1.C([O-])([O-])=O.[K+].[K+].[Na+].[I-].[Cl:17][CH2:18][CH2:19][CH2:20][N:21]1[CH2:31][CH2:30][C:29]2[C:32]3[CH:22]1[CH2:23][CH2:24][C:25]=3[CH:26]=[CH:27][CH:28]=2. (5) Given the product [CH3:30][N:29]([CH3:31])[CH2:28][CH2:27][O:12][C:8]1[CH:9]=[C:10]([CH3:11])[C:5]2[CH:4]([CH2:13][C:14]([O:16][CH2:17][CH3:18])=[O:15])[O:3][B:2]([OH:1])[C:6]=2[CH:7]=1, predict the reactants needed to synthesize it. The reactants are: [OH:1][B:2]1[C:6]2[CH:7]=[C:8]([OH:12])[CH:9]=[C:10]([CH3:11])[C:5]=2[CH:4]([CH2:13][C:14]([O:16][CH2:17][CH3:18])=[O:15])[O:3]1.C([O-])([O-])=O.[Cs+].[Cs+].Cl.Cl[CH2:27][CH2:28][N:29]([CH3:31])[CH3:30].